From a dataset of Peptide-MHC class II binding affinity with 134,281 pairs from IEDB. Regression. Given a peptide amino acid sequence and an MHC pseudo amino acid sequence, predict their binding affinity value. This is MHC class II binding data. The peptide sequence is GEEYLILSARDVLAV. The MHC is DRB1_0404 with pseudo-sequence DRB1_0404. The binding affinity (normalized) is 0.192.